From a dataset of Forward reaction prediction with 1.9M reactions from USPTO patents (1976-2016). Predict the product of the given reaction. (1) Given the reactants [CH3:1][S:2]([C:4]1[N:9]=[CH:8][C:7]2=[CH:10][CH:11]=[C:12]([C:13]3[CH:23]=[CH:22][CH:21]=[CH:20][C:14]=3[O:15][CH2:16][C:17](O)=[O:18])[N:6]2[N:5]=1)=[O:3].[CH3:24][NH:25][CH3:26].O1CCCC1.CN1CCOCC1.CN(C)C=O, predict the reaction product. The product is: [CH3:1][S:2]([C:4]1[N:9]=[CH:8][C:7]2=[CH:10][CH:11]=[C:12]([C:13]3[CH:23]=[CH:22][CH:21]=[CH:20][C:14]=3[O:15][CH2:16][C:17]([N:25]([CH3:26])[CH3:24])=[O:18])[N:6]2[N:5]=1)=[O:3]. (2) Given the reactants [CH3:1][C:2]1[CH:3]=[C:4]([CH:8]=[CH:9][C:10]=1[C:11]([N:13]1[CH2:17][CH2:16][CH2:15][CH2:14]1)=[O:12])[C:5]([OH:7])=O.CN(C(ON1N=NC2C=CC=CC1=2)=[N+](C)C)C.[B-](F)(F)(F)F.C(N(C(C)C)CC)(C)C.[Cl:49][C:50]1[CH:62]=[CH:61][C:53]2[NH:54][C:55]([C:57]3([NH2:60])[CH2:59][CH2:58]3)=[N:56][C:52]=2[CH:51]=1.ClCl, predict the reaction product. The product is: [Cl:49][C:50]1[CH:62]=[CH:61][C:53]2[NH:54][C:55]([C:57]3([NH:60][C:5](=[O:7])[C:4]4[CH:8]=[CH:9][C:10]([C:11]([N:13]5[CH2:17][CH2:16][CH2:15][CH2:14]5)=[O:12])=[C:2]([CH3:1])[CH:3]=4)[CH2:58][CH2:59]3)=[N:56][C:52]=2[CH:51]=1. (3) Given the reactants C(OP([CH:9]=[C:10]1[NH:16][CH2:15][CH2:14][N:13]([CH3:17])[C:12]2[CH:18]=[C:19]([C:22]3[CH:27]=[CH:26][CH:25]=[C:24]([O:28][CH3:29])[CH:23]=3)[CH:20]=[CH:21][C:11]1=2)(=O)OCC)C.[H-].[Na+].[Cl:32][C:33]1[CH:38]=[CH:37][C:36]([S:39][C:40]2[CH:47]=[CH:46][CH:45]=[CH:44][C:41]=2[CH:42]=O)=[CH:35][CH:34]=1, predict the reaction product. The product is: [ClH:32].[ClH:32].[Cl:32][C:33]1[CH:38]=[CH:37][C:36]([S:39][C:40]2[CH:47]=[CH:46][CH:45]=[CH:44][C:41]=2[CH:42]=[CH:9][C:10]2=[N:16][CH2:15][CH2:14][N:13]([CH3:17])[C:12]3[CH:18]=[C:19]([C:22]4[CH:27]=[CH:26][CH:25]=[C:24]([O:28][CH3:29])[CH:23]=4)[CH:20]=[CH:21][C:11]2=3)=[CH:35][CH:34]=1. (4) The product is: [CH3:46][O:45][C:43](=[O:44])[CH:42]=[CH:4][C:5]1[CH:10]=[CH:9][C:8]([F:11])=[CH:7][C:6]=1[NH:12][CH2:13][CH3:14]. Given the reactants CON(C)[C:4](=O)[C:5]1[CH:10]=[CH:9][C:8]([F:11])=[CH:7][C:6]=1[NH:12][CH2:13][CH3:14].[H-].[H-].[H-].[H-].[Li+].[Al+3].C1(P(=[CH:42][C:43]([O:45][CH3:46])=[O:44])(C2C=CC=CC=2)C2C=CC=CC=2)C=CC=CC=1, predict the reaction product. (5) Given the reactants [C:1]([C:5]1[CH:6]=[C:7]([CH:10]=[C:11]([C:14]([CH3:17])([CH3:16])[CH3:15])[C:12]=1[OH:13])[CH:8]=O)([CH3:4])([CH3:3])[CH3:2].[F:18][C:19]1[CH:24]=[CH:23][C:22]([S:25]([CH:28]([N+]([O-])=O)[C:29]#[N:30])(=[O:27])=[O:26])=[CH:21][CH:20]=1, predict the reaction product. The product is: [C:1]([C:5]1[CH:6]=[C:7](/[CH:8]=[C:28](/[S:25]([C:22]2[CH:23]=[CH:24][C:19]([F:18])=[CH:20][CH:21]=2)(=[O:27])=[O:26])\[C:29]#[N:30])[CH:10]=[C:11]([C:14]([CH3:17])([CH3:16])[CH3:15])[C:12]=1[OH:13])([CH3:4])([CH3:3])[CH3:2]. (6) Given the reactants [C:1]([C:3]1[C:4]([CH3:16])=[CH:5][C:6]([CH:13]2[CH2:15][CH2:14]2)=[C:7]([CH:12]=1)[C:8]([O:10][CH3:11])=[O:9])#[N:2].P(OCC)(OCC)([S-])=[S:18], predict the reaction product. The product is: [C:1]([C:3]1[C:4]([CH3:16])=[CH:5][C:6]([CH:13]2[CH2:15][CH2:14]2)=[C:7]([CH:12]=1)[C:8]([O:10][CH3:11])=[O:9])(=[S:18])[NH2:2]. (7) Given the reactants [F:1][C:2]1[CH:3]=[C:4]([C:8]2[N:12]3[C:13]([C:17]([O-:19])=[O:18])=[CH:14][CH:15]=[CH:16][C:11]3=[N:10][CH:9]=2)[CH:5]=[N:6][CH:7]=1.[I-].[Li+].[N:22]1[CH:27]=[CH:26][CH:25]=[CH:24][CH:23]=1, predict the reaction product. The product is: [NH2:22][C:27]1[C:4]([C:5]#[N:6])=[C:23]([NH:10][C@H:9]([C:9]2[N:10]=[C:11]3[CH:16]=[CH:15][CH:14]=[C:13]([C:17]([OH:19])=[O:18])[N:12]3[C:8]=2[C:4]2[CH:5]=[N:6][CH:7]=[C:2]([F:1])[CH:3]=2)[CH3:8])[CH:24]=[CH:25][CH:26]=1.